This data is from Full USPTO retrosynthesis dataset with 1.9M reactions from patents (1976-2016). The task is: Predict the reactants needed to synthesize the given product. (1) Given the product [OH:1][C:2]1[CH:3]=[C:4]([CH:9]=[CH:10][CH:11]=1)[O:5][CH2:6][CH2:7][O:8][C:15]1[C:20]([N:21]2[CH2:22][CH2:23][N:24]([C:27]([O:29][C:30]([CH3:33])([CH3:32])[CH3:31])=[O:28])[CH2:25][CH2:26]2)=[N:19][CH:18]=[CH:17][N:16]=1, predict the reactants needed to synthesize it. The reactants are: [OH:1][C:2]1[CH:3]=[C:4]([CH:9]=[CH:10][CH:11]=1)[O:5][CH2:6][CH2:7][OH:8].[H-].[Na+].Cl[C:15]1[C:20]([N:21]2[CH2:26][CH2:25][N:24]([C:27]([O:29][C:30]([CH3:33])([CH3:32])[CH3:31])=[O:28])[CH2:23][CH2:22]2)=[N:19][CH:18]=[CH:17][N:16]=1. (2) Given the product [CH2:1]1[C:17]2([CH2:22][CH2:21][CH2:20][N:19]([C:23]([O:25][CH2:26][C:27]3[CH:28]=[CH:29][CH:30]=[CH:31][CH:32]=3)=[O:24])[CH2:18]2)[CH2:16]1, predict the reactants needed to synthesize it. The reactants are: [CH2:1]([Zn]CC)C.FC(F)(F)C(O)=O.ICI.[CH2:16]=[C:17]1[CH2:22][CH2:21][CH2:20][N:19]([C:23]([O:25][CH2:26][C:27]2[CH:32]=[CH:31][CH:30]=[CH:29][CH:28]=2)=[O:24])[CH2:18]1.C(=O)(O)[O-].[Na+].